Predict the reactants needed to synthesize the given product. From a dataset of Full USPTO retrosynthesis dataset with 1.9M reactions from patents (1976-2016). (1) Given the product [CH2:20]([NH:19][C:14]1[C:13]([C:11]([C:6]2[C:5]3[C:9](=[CH:10][C:2]([F:35])=[CH:3][CH:4]=3)[NH:8][CH:7]=2)=[O:12])=[CH:18][CH:17]=[CH:16][N:15]=1)[C:21]1[CH:26]=[CH:34][CH:24]=[CH:23][CH:22]=1, predict the reactants needed to synthesize it. The reactants are: Cl[C:2]1[CH:10]=[C:9]2[C:5]([C:6]([C:11]([C:13]3[C:14]([NH:19][CH:20]4[CH2:24][CH2:23][CH2:22][CH2:21]4)=[N:15][CH:16]=[CH:17][CH:18]=3)=[O:12])=[CH:7][NH:8]2)=[CH:4][CH:3]=1.Cl[C:26]1[CH:34]=C2C(C=CN2)=CC=1.[F:35]C1C=C2C(C=CN2)=CC=1.C1(N)CCCC1.C(N)C1C=CC=CC=1. (2) Given the product [CH3:1][C:2]1[S:3][C:4]2[CH:10]=[C:9]([C:11](=[O:27])[CH2:12][CH2:13][CH:14]3[CH2:19][CH2:18][N:17]([C:20]([CH:32]([Cl:34])[CH3:33])=[O:35])[CH2:16][CH2:15]3)[CH:8]=[CH:7][C:5]=2[N:6]=1, predict the reactants needed to synthesize it. The reactants are: [CH3:1][C:2]1[S:3][C:4]2[CH:10]=[C:9]([C:11](=[O:27])[CH2:12][CH2:13][CH:14]3[CH2:19][CH2:18][N:17]([CH2:20]C4C=CC=CC=4)[CH2:16][CH2:15]3)[CH:8]=[CH:7][C:5]=2[N:6]=1.ClC(O[CH:32]([Cl:34])[CH3:33])=O.[OH2:35]. (3) Given the product [F:1][C:2]1[CH:9]=[CH:8][C:7]([F:10])=[CH:6][C:3]=1[CH:4]=[C:14]([N+:11]([O-:13])=[O:12])[CH3:15], predict the reactants needed to synthesize it. The reactants are: [F:1][C:2]1[CH:9]=[CH:8][C:7]([F:10])=[CH:6][C:3]=1[CH:4]=O.[N+:11]([CH2:14][CH3:15])([O-:13])=[O:12].C1(N)CCCCC1. (4) Given the product [CH:4]1([CH2:9][C:10]2[O:3][N:2]=[C:12]([NH2:13])[CH:11]=2)[CH2:8][CH2:7][CH2:6][CH2:5]1, predict the reactants needed to synthesize it. The reactants are: Cl.[NH2:2][OH:3].[CH:4]1([CH2:9][C:10]#[C:11][C:12]#[N:13])[CH2:8][CH2:7][CH2:6][CH2:5]1.CCO. (5) Given the product [CH3:7][O:8][C:9]1[CH:10]=[CH:11][C:12]2[O:17][CH2:16][CH2:15][NH:14][C:13]=2[CH:19]=1, predict the reactants needed to synthesize it. The reactants are: [H-].[Al+3].[Li+].[H-].[H-].[H-].[CH3:7][O:8][C:9]1[CH:10]=[CH:11][C:12]2[O:17][CH2:16][C:15](=O)[NH:14][C:13]=2[CH:19]=1.O.[OH-].[Na+].